From a dataset of TCR-epitope binding with 47,182 pairs between 192 epitopes and 23,139 TCRs. Binary Classification. Given a T-cell receptor sequence (or CDR3 region) and an epitope sequence, predict whether binding occurs between them. (1) The epitope is KLWAQCVQL. The TCR CDR3 sequence is CASSPRQANEQFF. Result: 1 (the TCR binds to the epitope). (2) The epitope is RAKFKQLL. The TCR CDR3 sequence is CASSLMGVRDTEAFF. Result: 1 (the TCR binds to the epitope). (3) The epitope is DPFRLLQNSQVFS. The TCR CDR3 sequence is CASRQNYGYTF. Result: 1 (the TCR binds to the epitope). (4) The epitope is VLAWLYAAV. The TCR CDR3 sequence is CASSPGWGPGELFF. Result: 0 (the TCR does not bind to the epitope). (5) The TCR CDR3 sequence is CASSIRSGNEQYF. Result: 0 (the TCR does not bind to the epitope). The epitope is TSNQVAVLY. (6) The epitope is NLVPMVATV. The TCR CDR3 sequence is CASSRSGRDSYNEQFF. Result: 1 (the TCR binds to the epitope).